This data is from Reaction yield outcomes from USPTO patents with 853,638 reactions. The task is: Predict the reaction yield, written as a fraction of the theoretical maximum amount of product (1.0 means a 100% yield; for example, 0.34 means a 34% yield). (1) The reactants are [CH3:1][N:2]1[CH2:6][CH2:5][CH2:4][C@H:3]1[C:7]1[CH:8]=[C:9]([O:13][CH2:14][CH2:15][NH2:16])[CH:10]=[N:11][CH:12]=1.[C:17]1(=[S:22])[O:21][CH2:20][CH2:19][CH2:18]1.CO. The catalyst is O. The product is [SH:22][CH2:17][CH2:18][CH2:19][C:20]([NH:16][CH2:15][CH2:14][O:13][C:9]1[CH:10]=[N:11][CH:12]=[C:7]([C@@H:3]2[CH2:4][CH2:5][CH2:6][N:2]2[CH3:1])[CH:8]=1)=[O:21]. The yield is 0.430. (2) The reactants are Cl[C:2]1[C:11]2[C:6](=[CH:7][CH:8]=[CH:9][CH:10]=2)[N:5]=[C:4]2[N:12]([C:16]3[CH:21]=[CH:20][CH:19]=[CH:18][N:17]=3)[N:13]=[C:14]([CH3:15])[C:3]=12.[C-:22]#[N:23].[K+].C1OCCOCCOCCOCCOCCOC1.[OH-].[Na+]. The catalyst is O1CCCC1.C(#N)C.O. The product is [CH3:15][C:14]1[C:3]2[C:4](=[N:5][C:6]3[C:11]([C:2]=2[C:22]#[N:23])=[CH:10][CH:9]=[CH:8][CH:7]=3)[N:12]([C:16]2[CH:21]=[CH:20][CH:19]=[CH:18][N:17]=2)[N:13]=1. The yield is 0.500. (3) The reactants are [F:1][C:2]([F:14])([F:13])[C:3]1[CH:4]=[C:5]([S:9](Cl)(=[O:11])=[O:10])[CH:6]=[CH:7][CH:8]=1.[O:15]=[C:16]1[N:20]([CH:21]2[CH2:26][CH2:25][NH:24][CH2:23][CH2:22]2)[C:19]2[CH:27]=[CH:28][CH:29]=[CH:30][C:18]=2[NH:17]1. The catalyst is C(Cl)Cl.CN(C)C=O. The product is [F:1][C:2]([F:14])([F:13])[C:3]1[CH:4]=[C:5]([S:9]([N:24]2[CH2:23][CH2:22][CH:21]([N:20]3[C:19]4[CH:27]=[CH:28][CH:29]=[CH:30][C:18]=4[NH:17][C:16]3=[O:15])[CH2:26][CH2:25]2)(=[O:11])=[O:10])[CH:6]=[CH:7][CH:8]=1. The yield is 0.870. (4) The reactants are [CH3:1]C(C)([O-])C.[K+].[CH3:7][C@@H:8]1[CH2:25][C:24]2[CH2:23][C:22](=O)[CH2:21][CH2:20][C:19]=2[C@@H:18]2[C@@H:9]1[C@H:10]1[C@@:14]([CH2:16][CH2:17]2)([CH3:15])[C:13](=[CH2:27])[CH2:12][CH2:11]1. The catalyst is [Br-].C[P+](C1C=CC=CC=1)(C1C=CC=CC=1)C1C=CC=CC=1.C1COCC1. The product is [CH3:7][C@@H:8]1[CH2:25][C:24]2[CH2:23][C:22](=[CH2:1])[CH2:21][CH2:20][C:19]=2[C@@H:18]2[C@@H:9]1[C@H:10]1[C@@:14]([CH2:16][CH2:17]2)([CH3:15])[C:13](=[CH2:27])[CH2:12][CH2:11]1. The yield is 0.800. (5) The reactants are Br[C:2]1[CH:3]=[C:4]([CH:20]=[CH:21][CH:22]=1)[O:5][CH2:6][CH:7]([OH:19])[CH2:8][N:9]1[CH2:18][CH2:17][C:16]2[C:11](=[CH:12][CH:13]=[CH:14][CH:15]=2)[CH2:10]1.[C:23]1(B(O)O)[CH:28]=[CH:27][CH:26]=[CH:25][CH:24]=1.C([O-])([O-])=O.[K+].[K+]. The catalyst is O1CCOCC1.O.C1C=CC(P(C2C=CC=CC=2)[C-]2C=CC=C2)=CC=1.C1C=CC(P(C2C=CC=CC=2)[C-]2C=CC=C2)=CC=1.Cl[Pd]Cl.[Fe+2]. The product is [C:2]1([C:23]2[CH:28]=[CH:27][CH:26]=[CH:25][CH:24]=2)[CH:22]=[CH:21][CH:20]=[C:4]([O:5][CH2:6][CH:7]([OH:19])[CH2:8][N:9]2[CH2:18][CH2:17][C:16]3[C:11](=[CH:12][CH:13]=[CH:14][CH:15]=3)[CH2:10]2)[CH:3]=1. The yield is 0.300. (6) The reactants are [F:1][C:2]1[CH:3]=[C:4]([C:10]2[C:15]([C:16]3[CH:21]=[CH:20][C:19]([O:22][CH3:23])=[CH:18][CH:17]=3)=[N:14][NH:13][C:12](=[O:24])[CH:11]=2)[CH:5]=[CH:6][C:7]=1[O:8][CH3:9].[CH2:25](I)[CH3:26]. No catalyst specified. The product is [CH2:25]([N:13]1[C:12](=[O:24])[CH:11]=[C:10]([C:4]2[CH:5]=[CH:6][C:7]([O:8][CH3:9])=[C:2]([F:1])[CH:3]=2)[C:15]([C:16]2[CH:17]=[CH:18][C:19]([O:22][CH3:23])=[CH:20][CH:21]=2)=[N:14]1)[CH3:26]. The yield is 0.978. (7) The reactants are [NH2:1][C:2]1[CH:7]=[CH:6][C:5]([Br:8])=[CH:4][C:3]=1[SH:9].[C:10](Cl)(=O)[C:11]#[C:12][CH2:13][CH2:14][CH2:15][CH3:16].[CH:19](N(C(C)C)CC)(C)C. No catalyst specified. The product is [CH2:10]([C:19]1[S:9][C:3]2[CH:4]=[C:5]([Br:8])[CH:6]=[CH:7][C:2]=2[N:1]=1)[CH2:11][CH2:12][CH2:13][CH2:14][CH2:15][CH3:16]. The yield is 0.520.